This data is from Reaction yield outcomes from USPTO patents with 853,638 reactions. The task is: Predict the reaction yield, written as a fraction of the theoretical maximum amount of product (1.0 means a 100% yield; for example, 0.34 means a 34% yield). (1) The reactants are FC(F)(F)S(O[C:7]1[C:8]2[S:22](=[O:24])(=[O:23])[CH2:21][CH2:20][C:9]=2[N:10]=[C:11]([C:13]2[CH:18]=[CH:17][CH:16]=[C:15]([Cl:19])[CH:14]=2)[N:12]=1)(=O)=O.[NH2:27][C:28]1[CH:33]=[CH:32][C:31]([CH2:34][C:35]([NH2:37])=[O:36])=[CH:30][CH:29]=1. No catalyst specified. The product is [Cl:19][C:15]1[CH:14]=[C:13]([C:11]2[N:12]=[C:7]([NH:27][C:28]3[CH:29]=[CH:30][C:31]([CH2:34][C:35]([NH2:37])=[O:36])=[CH:32][CH:33]=3)[C:8]3[S:22](=[O:24])(=[O:23])[CH2:21][CH2:20][C:9]=3[N:10]=2)[CH:18]=[CH:17][CH:16]=1. The yield is 0.700. (2) The reactants are [C:1]([C:3]1[CH:8]=[CH:7][C:6]([C:9]([CH3:29])([CH2:15][C:16]2[S:17][C:18]3[CH:24]=[C:23]([O:25][CH3:26])[C:22]([O:27][CH3:28])=[CH:21][C:19]=3[CH:20]=2)[C:10]([O:12]CC)=[O:11])=[CH:5][CH:4]=1)#[N:2].[OH-].[Na+].O.Cl. The catalyst is C(O)C. The product is [C:1]([C:3]1[CH:4]=[CH:5][C:6]([C:9]([CH3:29])([CH2:15][C:16]2[S:17][C:18]3[CH:24]=[C:23]([O:25][CH3:26])[C:22]([O:27][CH3:28])=[CH:21][C:19]=3[CH:20]=2)[C:10]([OH:12])=[O:11])=[CH:7][CH:8]=1)#[N:2]. The yield is 0.810. (3) The reactants are [CH2:1]([NH:3][C:4]1[C:5]([O:14][CH3:15])=[C:6]([CH:11]=[CH:12][CH:13]=1)[C:7]([O:9][CH3:10])=[O:8])[CH3:2].C(N(CC)CC)C.[C:23]([C:25]1[CH:33]=[CH:32][C:28]([C:29](Cl)=[O:30])=[CH:27][CH:26]=1)#[N:24]. The catalyst is ClCCl. The product is [C:23]([C:25]1[CH:33]=[CH:32][C:28]([C:29]([N:3]([CH2:1][CH3:2])[C:4]2[C:5]([O:14][CH3:15])=[C:6]([CH:11]=[CH:12][CH:13]=2)[C:7]([O:9][CH3:10])=[O:8])=[O:30])=[CH:27][CH:26]=1)#[N:24]. The yield is 0.810. (4) The reactants are [CH3:1][O:2][C:3]1[CH:8]=[CH:7][C:6]([C:9]2[NH:13][N:12]=[N:11][N:10]=2)=[CH:5][CH:4]=1.C([O-])([O-])=O.[K+].[K+].[CH2:20]([O:27][C:28](=[O:31])[CH2:29]Br)[C:21]1[CH:26]=[CH:25][CH:24]=[CH:23][CH:22]=1. The catalyst is CN(C=O)C.C(OCC)(=O)C. The product is [CH2:20]([O:27][C:28](=[O:31])[CH2:29][N:13]1[C:9]([C:6]2[CH:7]=[CH:8][C:3]([O:2][CH3:1])=[CH:4][CH:5]=2)=[N:10][N:11]=[N:12]1)[C:21]1[CH:26]=[CH:25][CH:24]=[CH:23][CH:22]=1. The yield is 0.940. (5) The product is [C:38]([N:8]([CH2:1][C:2]1[CH:3]=[CH:4][CH:5]=[CH:6][CH:7]=1)[CH2:9][CH2:10][NH:11][C:12]([C:14]1[S:15][CH:16]=[CH:17][C:18]=1[NH:19][C:20]1[CH:25]=[CH:24][N:23]=[C:22]2[NH:26][CH:27]=[CH:28][C:21]=12)=[O:13])(=[O:40])[CH3:39]. The catalyst is O1CCCC1. The reactants are [CH2:1]([NH:8][CH2:9][CH2:10][NH:11][C:12]([C:14]1[S:15][CH:16]=[CH:17][C:18]=1[NH:19][C:20]1[CH:25]=[CH:24][N:23]=[C:22]2[NH:26][CH:27]=[CH:28][C:21]=12)=[O:13])[C:2]1[CH:7]=[CH:6][CH:5]=[CH:4][CH:3]=1.C(N(C(C)C)CC)(C)C.[C:38](Cl)(=[O:40])[CH3:39]. The yield is 0.240. (6) The reactants are [NH2:1][C:2]([NH:4][C:5]1[S:6][C:7]([C:11]2[CH:12]=[C:13]([NH:17][C:18](=[O:33])[C:19]3[CH:24]=[CH:23][C:22](OCC4C=CC=CC=4)=[CH:21][CH:20]=3)[CH:14]=[CH:15][CH:16]=2)=[C:8]([CH3:10])[N:9]=1)=[NH:3].[S:34]1[CH:38]=[C:37](C2C=CC(C(Cl)=O)=CC=2)[N:36]=[N:35]1. No catalyst specified. The product is [NH2:1][C:2]([NH:4][C:5]1[S:6][C:7]([C:11]2[CH:12]=[C:13]([NH:17][C:18](=[O:33])[C:19]3[CH:24]=[CH:23][C:22]([C:37]4[N:36]=[N:35][S:34][CH:38]=4)=[CH:21][CH:20]=3)[CH:14]=[CH:15][CH:16]=2)=[C:8]([CH3:10])[N:9]=1)=[NH:3]. The yield is 0.210.